This data is from Reaction yield outcomes from USPTO patents with 853,638 reactions. The task is: Predict the reaction yield, written as a fraction of the theoretical maximum amount of product (1.0 means a 100% yield; for example, 0.34 means a 34% yield). (1) The reactants are [NH2:1][C:2]1[CH:7]=[CH:6][C:5]([OH:8])=[CH:4][C:3]=1[F:9].[CH3:10][N:11]1[C:15]([CH3:16])=[C:14]([C:17](O)=[O:18])[C:13](=[O:20])[N:12]1[C:21]1[CH:26]=[CH:25][CH:24]=[CH:23][CH:22]=1.CCN=C=NCCCN(C)C.C1C=NC2N(O)N=NC=2C=1. The catalyst is C(Cl)Cl.O. The product is [F:9][C:3]1[CH:4]=[C:5]([OH:8])[CH:6]=[CH:7][C:2]=1[NH:1][C:17]([C:14]1[C:13](=[O:20])[N:12]([C:21]2[CH:22]=[CH:23][CH:24]=[CH:25][CH:26]=2)[N:11]([CH3:10])[C:15]=1[CH3:16])=[O:18]. The yield is 0.466. (2) The reactants are [Cl:1][C:2]1[CH:3]=[CH:4][C:5]([F:18])=[C:6]([C:8]2[N:9]=[C:10](I)[C:11]3[O:16][CH2:15][CH2:14][C:12]=3[N:13]=2)[CH:7]=1.C1C=CC(P(C2C(C3C(P(C4C=CC=CC=4)C4C=CC=CC=4)=CC=C4C=3C=CC=C4)=C3C(C=CC=C3)=CC=2)C2C=CC=CC=2)=CC=1.[NH2:65][C:66]1[CH:71]=[CH:70][N:69]=[CH:68][C:67]=1[CH3:72].C([O-])([O-])=O.[Cs+].[Cs+]. The catalyst is O1CCOCC1.CC([O-])=O.CC([O-])=O.[Pd+2]. The product is [Cl:1][C:2]1[CH:3]=[CH:4][C:5]([F:18])=[C:6]([C:8]2[N:9]=[C:10]([NH:65][C:66]3[CH:71]=[CH:70][N:69]=[CH:68][C:67]=3[CH3:72])[C:11]3[O:16][CH2:15][CH2:14][C:12]=3[N:13]=2)[CH:7]=1. The yield is 0.300.